From a dataset of Reaction yield outcomes from USPTO patents with 853,638 reactions. Predict the reaction yield, written as a fraction of the theoretical maximum amount of product (1.0 means a 100% yield; for example, 0.34 means a 34% yield). The reactants are [H-].[Li+].[F:3][C:4]1[CH:9]=[CH:8][C:7]([N:10]2[CH2:14][CH2:13][CH:12]([C:15]([O:17][CH3:18])=[O:16])[C:11]2=[O:19])=[CH:6][CH:5]=1.IC.[CH3:22]COC(C)=O. The catalyst is CN(C=O)C. The product is [F:3][C:4]1[CH:5]=[CH:6][C:7]([N:10]2[CH2:14][CH2:13][C:12]([CH3:22])([C:15]([O:17][CH3:18])=[O:16])[C:11]2=[O:19])=[CH:8][CH:9]=1. The yield is 0.680.